From a dataset of Catalyst prediction with 721,799 reactions and 888 catalyst types from USPTO. Predict which catalyst facilitates the given reaction. Reactant: [NH2:1][C@@H:2]1[CH2:7][CH2:6][C@H:5]([N:8]([CH3:30])[C:9]2[C:10]([CH3:29])=[C:11]([CH:25]=[C:26]([Br:28])[CH:27]=2)[C:12]([NH:14][CH2:15][C:16]2[C:17](=[O:24])[NH:18][C:19]([CH3:23])=[CH:20][C:21]=2[CH3:22])=[O:13])[CH2:4][CH2:3]1.CCN=C=NCCCN(C)C.Cl.C1C=CC2N(O)N=NC=2C=1.C(N(CC)CC)C.[C:60](O)(=[O:62])[CH3:61]. Product: [C:60]([NH:1][C@H:2]1[CH2:3][CH2:4][C@H:5]([N:8]([CH3:30])[C:9]2[C:10]([CH3:29])=[C:11]([CH:25]=[C:26]([Br:28])[CH:27]=2)[C:12]([NH:14][CH2:15][C:16]2[C:17](=[O:24])[NH:18][C:19]([CH3:23])=[CH:20][C:21]=2[CH3:22])=[O:13])[CH2:6][CH2:7]1)(=[O:62])[CH3:61]. The catalyst class is: 18.